This data is from Reaction yield outcomes from USPTO patents with 853,638 reactions. The task is: Predict the reaction yield, written as a fraction of the theoretical maximum amount of product (1.0 means a 100% yield; for example, 0.34 means a 34% yield). (1) The reactants are [Br:1][C:2]1[CH:7]=[CH:6][C:5]([F:8])=[CH:4][C:3]=1[CH2:9][OH:10].CC1C=CC(S([O-])(=O)=O)=CC=1.C1C=C[NH+]=CC=1.[CH:28]([O:30][CH2:31][CH3:32])=[CH2:29].C(=O)(O)[O-].[Na+]. The catalyst is C(Cl)Cl. The product is [Br:1][C:2]1[CH:7]=[CH:6][C:5]([F:8])=[CH:4][C:3]=1[CH2:9][O:10][CH:28]([O:30][CH2:31][CH3:32])[CH3:29]. The yield is 0.830. (2) The reactants are [CH:1]1([CH2:6][N:7]([CH2:29][CH:30]([CH3:32])[CH3:31])[C@H:8]2[C@H:13]([C:14]3[CH:19]=[CH:18][C:17]([C:20]([F:23])([F:22])[F:21])=[CH:16][CH:15]=3)[O:12][C@H:11]([CH2:24][C:25]([O:27]C)=[O:26])[CH2:10][CH2:9]2)[CH2:5][CH2:4][CH2:3][CH2:2]1.CO.[OH-].[Na+].Cl. The catalyst is C1COCC1. The product is [CH:1]1([CH2:6][N:7]([CH2:29][CH:30]([CH3:32])[CH3:31])[C@H:8]2[C@H:13]([C:14]3[CH:15]=[CH:16][C:17]([C:20]([F:22])([F:23])[F:21])=[CH:18][CH:19]=3)[O:12][C@H:11]([CH2:24][C:25]([OH:27])=[O:26])[CH2:10][CH2:9]2)[CH2:5][CH2:4][CH2:3][CH2:2]1. The yield is 0.700. (3) The reactants are [CH:1]1(/[C:6](/[N:10]2[CH:14]=[C:13]([C:15]3[C:16]4[CH:23]=[CH:22][N:21]([CH2:24]OCC[Si](C)(C)C)[C:17]=4[N:18]=[CH:19][N:20]=3)[CH:12]=[N:11]2)=[CH:7]/[C:8]#[N:9])[CH2:5][CH2:4][CH2:3][CH2:2]1.[CH:32]1([CH:37]=CC#N)[CH2:36]CC[CH2:33]1.CS(C)=O.[C:45](=[O:48])([O-])[O-:46].[K+].[K+]. No catalyst specified. The product is [C:45]([O:46][CH2:24][N:21]1[C:17]2[N:18]=[CH:19][N:20]=[C:15]([C:13]3[CH:12]=[N:11][N:10]([CH:6]([CH:1]4[CH2:5][CH2:4][CH2:3][CH2:2]4)[CH2:7][C:8]#[N:9])[CH:14]=3)[C:16]=2[CH:23]=[CH:22]1)(=[O:48])[C:32]([CH3:37])([CH3:36])[CH3:33]. The yield is 0.820. (4) The reactants are [Br:1][CH2:2][C:3]([CH3:7])=[CH:4][CH2:5]Br.[C:8]([O-:13])(=[O:12])[CH2:9][CH2:10][CH3:11].[Na+].O. The catalyst is CN(C)C=O. The product is [C:8]([O:13][CH2:5][CH:4]=[C:3]([CH3:7])[CH2:2][Br:1])(=[O:12])[CH2:9][CH2:10][CH3:11]. The yield is 0.540. (5) The reactants are Cl.FC1C=C(C=CC=1)CN1C=C(C2C3C(=NC=C(C4C=CC(C5CCNCC5)=CC=4)C=3)N(S(C3C=CC(C)=CC=3)(=O)=O)C=2)C=N1.[N:46]1[CH:51]=[CH:50][CH:49]=[CH:48][C:47]=1[CH2:52][N:53]1[CH:57]=[C:56]([C:58]2[C:66]3[C:61](=[N:62][CH:63]=[C:64]([C:67]4[CH:72]=[CH:71][C:70]([CH:73]5[CH2:78][CH2:77][N:76]([C:79]([O:81][C:82]([CH3:85])([CH3:84])[CH3:83])=[O:80])[CH2:75][CH2:74]5)=[CH:69][CH:68]=4)[CH:65]=3)[N:60](S(C3C=CC(C)=CC=3)(=O)=O)[CH:59]=2)[CH:55]=[N:54]1.[OH-].[Li+]. The catalyst is C1COCC1.CO.O. The product is [N:46]1[CH:51]=[CH:50][CH:49]=[CH:48][C:47]=1[CH2:52][N:53]1[CH:57]=[C:56]([C:58]2[C:66]3[C:61](=[N:62][CH:63]=[C:64]([C:67]4[CH:68]=[CH:69][C:70]([CH:73]5[CH2:74][CH2:75][N:76]([C:79]([O:81][C:82]([CH3:85])([CH3:84])[CH3:83])=[O:80])[CH2:77][CH2:78]5)=[CH:71][CH:72]=4)[CH:65]=3)[NH:60][CH:59]=2)[CH:55]=[N:54]1. The yield is 0.985. (6) The reactants are CN([CH:4]=[N:5][C:6]([C:8]1[N:9]=[C:10]2[C:16]3[CH:17]=[C:18]([C:21]([O:23][CH3:24])=[O:22])[CH:19]=[CH:20][C:15]=3[O:14][CH2:13][CH2:12][N:11]2[CH:25]=1)=O)C.Cl.[Cl:27][C:28]1[CH:33]=[CH:32][CH:31]=[CH:30][C:29]=1[NH:34][NH2:35]. No catalyst specified. The product is [Cl:27][C:28]1[CH:33]=[CH:32][CH:31]=[CH:30][C:29]=1[N:34]1[C:6]([C:8]2[N:9]=[C:10]3[C:16]4[CH:17]=[C:18]([C:21]([O:23][CH3:24])=[O:22])[CH:19]=[CH:20][C:15]=4[O:14][CH2:13][CH2:12][N:11]3[CH:25]=2)=[N:5][CH:4]=[N:35]1. The yield is 0.590. (7) The reactants are Cl[C:2]1[NH:7][C:6]2[CH:8]=[C:9]([Cl:11])[S:10][C:5]=2[S:4](=[O:13])(=[O:12])[N:3]=1.[CH3:14][C:15]([NH2:22])([CH3:21])[CH2:16][C:17]([CH3:20])([CH3:19])[CH3:18].Cl. The catalyst is O. The product is [Cl:11][C:9]1[S:10][C:5]2[S:4](=[O:13])(=[O:12])[N:3]=[C:2]([NH:22][C:15]([CH3:21])([CH3:14])[CH2:16][C:17]([CH3:20])([CH3:19])[CH3:18])[NH:7][C:6]=2[CH:8]=1. The yield is 0.310. (8) The reactants are [F:1][C:2]1[CH:26]=[C:25]([N+:27]([O-])=O)[CH:24]=[CH:23][C:3]=1[O:4][C:5]1[CH:10]=[CH:9][N:8]=[C:7]2[CH:11]=[C:12]([C:14]3[CH2:19][CH2:18][N:17]([C:20](=[O:22])[CH3:21])[CH2:16][CH:15]=3)[S:13][C:6]=12.[NH4+].[Cl-].O. The catalyst is CCO.[Fe]. The product is [NH2:27][C:25]1[CH:24]=[CH:23][C:3]([O:4][C:5]2[CH:10]=[CH:9][N:8]=[C:7]3[CH:11]=[C:12]([C:14]4[CH2:19][CH2:18][N:17]([C:20](=[O:22])[CH3:21])[CH2:16][CH:15]=4)[S:13][C:6]=23)=[C:2]([F:1])[CH:26]=1. The yield is 0.770.